Task: Predict the product of the given reaction.. Dataset: Forward reaction prediction with 1.9M reactions from USPTO patents (1976-2016) Given the reactants [OH:1][CH:2]1[CH2:7][CH2:6][N:5]([C:8]([C:10]2[S:14][C:13]([C:15]3[N:16]=[C:17]4[C:23]([C:24]([C:26]5([CH3:32])[CH2:31][CH2:30][CH2:29][CH2:28][CH2:27]5)=[O:25])=[CH:22][N:21](COCC[Si](C)(C)C)[C:18]4=[N:19][CH:20]=3)=[CH:12][CH:11]=2)=[O:9])[CH2:4][CH2:3]1.O.O.O.C([O-])(=O)C.[Na+], predict the reaction product. The product is: [OH:1][CH:2]1[CH2:3][CH2:4][N:5]([C:8]([C:10]2[S:14][C:13]([C:15]3[N:16]=[C:17]4[C:23]([C:24]([C:26]5([CH3:32])[CH2:31][CH2:30][CH2:29][CH2:28][CH2:27]5)=[O:25])=[CH:22][NH:21][C:18]4=[N:19][CH:20]=3)=[CH:12][CH:11]=2)=[O:9])[CH2:6][CH2:7]1.